This data is from Catalyst prediction with 721,799 reactions and 888 catalyst types from USPTO. The task is: Predict which catalyst facilitates the given reaction. (1) Reactant: [C:1]1([CH3:33])[CH:6]=[CH:5][CH:4]=[CH:3][C:2]=1[NH:7][C:8]1[O:9][C:10]2[CH:16]=[C:15]([CH2:17][C:18]([NH:20][C:21]3[CH:26]=[CH:25][C:24]([C@H:27]([CH3:32])[CH2:28][C:29]([OH:31])=[O:30])=[CH:23][CH:22]=3)=[O:19])[CH:14]=[CH:13][C:11]=2[N:12]=1.F[P-](F)(F)(F)(F)F.[N:41]1([O:50]C(N(C)C)=[N+](C)C)C2N=CC=CC=2N=N1.C(N(C(C)C)CC)(C)C. Product: [OH2:9].[OH2:50].[C:1]1([CH3:33])[CH:6]=[CH:5][CH:4]=[CH:3][C:2]=1[NH:7][C:8]1[NH:41][C:10]2[CH:16]=[C:15]([CH2:17][C:18]([NH:20][C:21]3[CH:22]=[CH:23][C:24]([C@H:27]([CH3:32])[CH2:28][C:29]([OH:31])=[O:30])=[CH:25][CH:26]=3)=[O:19])[CH:14]=[CH:13][C:11]=2[N:12]=1. The catalyst class is: 9. (2) Reactant: CC1C=C2C(N=CC=C2)=C2C=1C=CC=N2.C([O-])([O-])=O.[Cs+].[Cs+].I[C:23]1[CH:24]=[C:25]([O:29][CH3:30])[CH:26]=[CH:27][CH:28]=1.[C:31]1([C@H:37]([OH:39])[CH3:38])[CH:36]=[CH:35][CH:34]=[CH:33][CH:32]=1. Product: [C:31]1([C@H:37]([O:39][C:23]2[CH:24]=[C:25]([O:29][CH3:30])[CH:26]=[CH:27][CH:28]=2)[CH3:38])[CH:36]=[CH:35][CH:34]=[CH:33][CH:32]=1. The catalyst class is: 509. (3) Reactant: [F:1][C:2]1[CH:22]=[C:21]([F:23])[CH:20]=[CH:19][C:3]=1[CH2:4][CH2:5][N:6]1[CH2:11][CH2:10][N:9](C(OC(C)(C)C)=O)[CH2:8][CH2:7]1. Product: [F:1][C:2]1[CH:22]=[C:21]([F:23])[CH:20]=[CH:19][C:3]=1[CH2:4][CH2:5][N:6]1[CH2:11][CH2:10][NH:9][CH2:8][CH2:7]1. The catalyst class is: 89. (4) Reactant: Cl.[CH3:2][C:3]1[CH:11]=[C:10]([O:12][CH2:13][CH2:14][CH2:15][CH:16]2[CH2:21][CH2:20][NH:19][CH2:18][CH2:17]2)[CH:9]=[CH:8][C:4]=1[C:5]([OH:7])=[O:6].[Cl:22][C:23]1[CH:24]=[CH:25][C:26](F)=[N:27][CH:28]=1.C1CCN2C(=NCCC2)CC1.Cl. Product: [Cl:22][C:23]1[CH:24]=[CH:25][C:26]([N:19]2[CH2:18][CH2:17][CH:16]([CH2:15][CH2:14][CH2:13][O:12][C:10]3[CH:9]=[CH:8][C:4]([C:5]([OH:7])=[O:6])=[C:3]([CH3:2])[CH:11]=3)[CH2:21][CH2:20]2)=[N:27][CH:28]=1. The catalyst class is: 58. (5) Reactant: [C:1]([O:5][C:6]([N:8]1[CH2:13][CH2:12][N:11]([C:14]([C:16]2[N:24]3[C:19]([CH:20]=[C:21]([C:25]([OH:27])=O)[CH:22]=[CH:23]3)=[C:18]([C:28]3[CH:33]=[CH:32][CH:31]=[CH:30][CH:29]=3)[C:17]=2[CH2:34][C:35]2[CH:40]=[CH:39][CH:38]=[C:37]([F:41])[C:36]=2[CH3:42])=[O:15])[CH2:10][CH2:9]1)=[O:7])([CH3:4])([CH3:3])[CH3:2].Cl.CN.[CH2:46]([N:48](CC)CC)C.CN(C(ON1N=NC2C=CC=CC1=2)=[N+](C)C)C.[B-](F)(F)(F)F. Product: [C:1]([O:5][C:6]([N:8]1[CH2:9][CH2:10][N:11]([C:14]([C:16]2[N:24]3[C:19]([CH:20]=[C:21]([C:25](=[O:27])[NH:48][CH3:46])[CH:22]=[CH:23]3)=[C:18]([C:28]3[CH:33]=[CH:32][CH:31]=[CH:30][CH:29]=3)[C:17]=2[CH2:34][C:35]2[CH:40]=[CH:39][CH:38]=[C:37]([F:41])[C:36]=2[CH3:42])=[O:15])[CH2:12][CH2:13]1)=[O:7])([CH3:4])([CH3:3])[CH3:2]. The catalyst class is: 18. (6) Reactant: Br[CH2:2]/[CH:3]=[CH:4]/[C:5]([N:7]1[CH2:12][CH2:11][N:10]([C:13]([O:15][C:16]([CH3:19])([CH3:18])[CH3:17])=[O:14])[CH2:9][CH2:8]1)=[O:6].[NH2:20][C:21]1[NH:22][C:23](=[O:50])[C:24]2[N:25]=[CH:26][N:27]([C@@H:30]3[O:34][C@H:33]([CH2:35][NH:36][C:37]4[C:38](=[O:47])[C:39](=[O:46])[C:40]=4[NH:41][CH2:42][CH2:43][NH:44][CH3:45])[C@@H:32]([OH:48])[C@H:31]3[OH:49])[C:28]=2[N:29]=1.C(N(CC)CC)C. Product: [NH2:20][C:21]1[NH:22][C:23](=[O:50])[C:24]2[N:25]=[CH:26][N:27]([C@@H:30]3[O:34][C@H:33]([CH2:35][NH:36][C:37]4[C:38](=[O:47])[C:39](=[O:46])[C:40]=4[NH:41][CH2:42][CH2:43][N:44]([CH3:45])[CH2:2]/[CH:3]=[CH:4]/[C:5]([N:7]4[CH2:12][CH2:11][N:10]([C:13]([O:15][C:16]([CH3:19])([CH3:18])[CH3:17])=[O:14])[CH2:9][CH2:8]4)=[O:6])[C@@H:32]([OH:48])[C@H:31]3[OH:49])[C:28]=2[N:29]=1. The catalyst class is: 3. (7) Reactant: [CH:1]([C:4]1[C:13]([N+:14]([O-])=O)=[C:12]2[C:7]([CH:8]=[CH:9][CH:10]=[N:11]2)=[CH:6][CH:5]=1)([CH3:3])[CH3:2].[Sn](Cl)Cl. Product: [CH:1]([C:4]1[C:13]([NH2:14])=[C:12]2[C:7]([CH:8]=[CH:9][CH:10]=[N:11]2)=[CH:6][CH:5]=1)([CH3:3])[CH3:2]. The catalyst class is: 33. (8) Reactant: [H-].[Na+].[NH:3]1[CH:7]=[CH:6][N:5]=[CH:4]1.Cl[CH2:9][CH2:10][O:11][C:12]1[CH:13]=[C:14]2[C:19](=[CH:20][CH:21]=1)[C:18](=[O:22])[CH2:17][CH2:16][CH2:15]2. Product: [N:3]1([CH2:9][CH2:10][O:11][C:12]2[CH:13]=[C:14]3[C:19](=[CH:20][CH:21]=2)[C:18](=[O:22])[CH2:17][CH2:16][CH2:15]3)[CH:7]=[CH:6][N:5]=[CH:4]1. The catalyst class is: 3. (9) Reactant: [CH3:1][C@:2]12[C@H:10]([CH3:11])[CH2:9][CH:8]=[CH:7][C@H:6]1[CH2:5][C:4]([CH:12]=[O:13])=[CH:3]2.[OH:14]O.[OH-].[Na+]. Product: [CH3:1][C@@:2]12[C@H:3]3[O:14][C@@:4]3([CH:12]=[O:13])[CH2:5][C@@H:6]1[CH:7]=[CH:8][CH2:9][C@H:10]2[CH3:11]. The catalyst class is: 275.